This data is from Forward reaction prediction with 1.9M reactions from USPTO patents (1976-2016). The task is: Predict the product of the given reaction. (1) Given the reactants [NH2:1][C:2]1[C:20]([C:21]2[CH:26]=[CH:25][CH:24]=[CH:23][N:22]=2)=[C:5]2[NH:6][C:7]([C:11]3[CH:12]=[CH:13][C:14]4[N:18]=[N:17][NH:16][C:15]=4[CH:19]=3)=[CH:8][C:9](=[O:10])[N:4]2[N:3]=1.C(N(CC)CC)C.[C:34](Cl)(=[O:37])[CH2:35][CH3:36].[CH2:39]1C[O:42][CH2:41][CH2:40]1, predict the reaction product. The product is: [O:10]=[C:9]1[N:4]2[N:3]=[C:2]([NH:1][C:34](=[O:37])[CH2:35][CH3:36])[C:20]([C:21]3[CH:26]=[CH:25][CH:24]=[CH:23][N:22]=3)=[C:5]2[NH:6][C:7]([C:11]2[CH:12]=[CH:13][C:14]3[N:18]([C:41](=[O:42])[CH2:40][CH3:39])[N:17]=[N:16][C:15]=3[CH:19]=2)=[CH:8]1. (2) Given the reactants [CH:1]1([C:4]2[CH:8]=[C:7]([NH2:9])[NH:6][N:5]=2)[CH2:3][CH2:2]1.Cl.ClCCN1CC[O:17][CH2:16][CH2:15]1.[C:20](=O)([O-])[O-].[K+].[K+], predict the reaction product. The product is: [NH2:9][C:7]1[N:6]([CH2:15][CH2:16][OH:17])[N:5]=[C:4]([C:1]([CH3:2])([CH3:3])[CH3:20])[CH:8]=1. (3) Given the reactants [NH2:1][CH2:2][C@@H:3]1[C@H:7]([OH:8])[CH2:6][N:5]([CH2:9][CH2:10][N:11]2[C:20]3[C:15](=[CH:16][CH:17]=[C:18]([F:21])[CH:19]=3)[CH:14]=[CH:13][C:12]2=[O:22])[CH2:4]1.[Cl:23][C:24]1[C:33]([CH:34]=O)=[N:32][C:31]2[NH:30][C:29](=[O:36])[CH2:28][O:27][C:26]=2[CH:25]=1.C(Cl)Cl.C(O[BH-](OC(=O)C)OC(=O)C)(=O)C.[Na+], predict the reaction product. The product is: [Cl:23][C:24]1[C:33]([CH2:34][NH:1][CH2:2][C@@H:3]2[C@H:7]([OH:8])[CH2:6][N:5]([CH2:9][CH2:10][N:11]3[C:20]4[C:15](=[CH:16][CH:17]=[C:18]([F:21])[CH:19]=4)[CH:14]=[CH:13][C:12]3=[O:22])[CH2:4]2)=[N:32][C:31]2[NH:30][C:29](=[O:36])[CH2:28][O:27][C:26]=2[CH:25]=1. (4) Given the reactants C[O:2][C:3](=[O:29])[C:4]1[CH:9]=[CH:8][C:7]([CH3:10])=[C:6]([NH:11][C:12]([C:14]2[C:15](=[O:28])[NH:16][C:17]3[C:22]([CH:23]=2)=[CH:21][C:20]([O:24][CH3:25])=[C:19]([O:26][CH3:27])[CH:18]=3)=[O:13])[CH:5]=1.CO.Cl, predict the reaction product. The product is: [CH3:25][O:24][C:20]1[CH:21]=[C:22]2[C:17](=[CH:18][C:19]=1[O:26][CH3:27])[NH:16][C:15](=[O:28])[C:14]([C:12]([NH:11][C:6]1[CH:5]=[C:4]([CH:9]=[CH:8][C:7]=1[CH3:10])[C:3]([OH:29])=[O:2])=[O:13])=[CH:23]2.